This data is from Full USPTO retrosynthesis dataset with 1.9M reactions from patents (1976-2016). The task is: Predict the reactants needed to synthesize the given product. (1) Given the product [Cl:26][C:21]1[CH:20]=[C:19]([NH:18][C:5]2[C:4]3[C:9](=[C:10]([C:12]([F:13])([F:14])[F:15])[CH:11]=[C:2]([NH:1][CH2:37][C:32]4[C:33]([O:35][CH3:36])=[N:34][CH:29]=[N:30][C:31]=4[O:45][CH3:44])[CH:3]=3)[N:8]=[CH:7][C:6]=2[C:16]#[N:17])[CH:24]=[CH:23][C:22]=1[F:25], predict the reactants needed to synthesize it. The reactants are: [NH2:1][C:2]1[CH:3]=[C:4]2[C:9](=[C:10]([C:12]([F:15])([F:14])[F:13])[CH:11]=1)[N:8]=[CH:7][C:6]([C:16]#[N:17])=[C:5]2[NH:18][C:19]1[CH:24]=[CH:23][C:22]([F:25])=[C:21]([Cl:26])[CH:20]=1.CO[C:29]1[N:34]=[C:33]([O:35][CH3:36])[C:32]([CH:37]=O)=[CH:31][N:30]=1.[BH3-]C#N.[Na+].C[CH2:44][OH:45]. (2) Given the product [CH2:1]([S:8][C:9]1[NH:10][CH:11]=[C:12]([C:14]2[CH:15]=[C:16]([C:20]3([CH3:34])[CH2:25][CH2:24][N:23]([CH2:26][CH2:27][CH2:28][CH2:29][CH2:30][CH3:31])[CH2:22][CH:21]3[CH3:33])[CH:17]=[CH:18][CH:19]=2)[N:13]=1)[C:2]1[CH:7]=[CH:6][CH:5]=[CH:4][CH:3]=1, predict the reactants needed to synthesize it. The reactants are: [CH2:1]([S:8][C:9]1[NH:10][CH:11]=[C:12]([C:14]2[CH:15]=[C:16]([C:20]3([CH3:34])[CH2:25][CH2:24][N:23]([C:26](=O)[CH2:27][CH2:28][CH2:29][CH2:30][CH3:31])[CH2:22][CH:21]3[CH3:33])[CH:17]=[CH:18][CH:19]=2)[N:13]=1)[C:2]1[CH:7]=[CH:6][CH:5]=[CH:4][CH:3]=1.[H-].[Al+3].[Li+].[H-].[H-].[H-]. (3) Given the product [Cl:1][C:2]1[CH:7]=[C:6]([CH:5]=[C:4]([Cl:11])[C:3]=1[I:12])[NH2:8], predict the reactants needed to synthesize it. The reactants are: [Cl:1][C:2]1[CH:7]=[C:6]([N+:8]([O-])=O)[CH:5]=[C:4]([Cl:11])[C:3]=1[I:12].[Cl-].[NH4+].O.